This data is from Full USPTO retrosynthesis dataset with 1.9M reactions from patents (1976-2016). The task is: Predict the reactants needed to synthesize the given product. Given the product [ClH:1].[ClH:1].[C:30]([NH:29][C:24]1[CH:25]=[CH:26][CH:27]=[CH:28][C:23]=1[O:22][CH2:21][CH:19]([OH:18])[CH2:20][N:10]1[CH2:11][C@@H:7]([O:6][C:5]2[CH:16]=[CH:17][C:2]([Cl:1])=[CH:3][CH:4]=2)[CH2:8][C@H:9]1[C:12]([O:14][CH3:15])=[O:13])(=[O:32])[CH3:31], predict the reactants needed to synthesize it. The reactants are: [Cl:1][C:2]1[CH:17]=[CH:16][C:5]([O:6][C@@H:7]2[CH2:11][NH:10][C@H:9]([C:12]([O:14][CH3:15])=[O:13])[CH2:8]2)=[CH:4][CH:3]=1.[O:18]1[CH2:20][CH:19]1[CH2:21][O:22][C:23]1[CH:28]=[CH:27][CH:26]=[CH:25][C:24]=1[NH:29][C:30](=[O:32])[CH3:31].C(O)(=O)C.